Dataset: Forward reaction prediction with 1.9M reactions from USPTO patents (1976-2016). Task: Predict the product of the given reaction. (1) The product is: [C:16]([C:15]1[CH:14]=[CH:13][C:12]([C:7]2[CH:8]=[C:9]3[C:4](=[CH:5][CH:6]=2)[CH:3]([C:20]([O:21][CH2:22][CH3:23])=[O:24])[C:2](=[O:1])[CH2:11][CH2:10]3)=[CH:19][CH:18]=1)#[N:17]. Given the reactants [O:1]=[C:2]1[CH2:11][CH2:10][C:9]2[CH:8]=[C:7]([C:12]3[CH:19]=[CH:18][C:15]([C:16]#[N:17])=[CH:14][CH:13]=3)[CH:6]=[CH:5][C:4]=2[CH2:3]1.[C:20](=O)([O:24]CC)[O:21][CH2:22][CH3:23], predict the reaction product. (2) Given the reactants C([O:8][C:9]1[C:10](=[O:27])[CH:11]=[C:12]([CH2:15][NH:16][S:17]([C:20]2[CH:25]=[CH:24][CH:23]=[CH:22][C:21]=2[CH3:26])(=[O:19])=[O:18])[O:13][CH:14]=1)C1C=CC=CC=1.OC1C(=O)C=C(CNS(C2C=CC=CC=2)(=O)=O)OC=1, predict the reaction product. The product is: [OH:8][C:9]1[C:10](=[O:27])[CH:11]=[C:12]([CH2:15][NH:16][S:17]([C:20]2[CH:25]=[CH:24][CH:23]=[CH:22][C:21]=2[CH3:26])(=[O:19])=[O:18])[O:13][CH:14]=1. (3) Given the reactants [C:1]([C:3]1[CH:4]=[C:5]([C:10]2[O:14][N:13]=[C:12]([C:15]3[CH:23]=[CH:22][C:21]4[N:20]5[CH2:24][CH2:25][CH:26]([CH2:27][C:28]([O:30][C:31]([CH3:34])([CH3:33])[CH3:32])=[O:29])[C:19]5=[CH:18][C:17]=4[CH:16]=3)[N:11]=2)[CH:6]=[CH:7][C:8]=1F)#[N:2].C([OH:38])(C)C.[H-].[Na+], predict the reaction product. The product is: [C:1]([C:3]1[CH:4]=[C:5]([C:10]2[O:14][N:13]=[C:12]([C:15]3[CH:23]=[CH:22][C:21]4[N:20]5[CH2:24][CH2:25][CH:26]([CH2:27][C:28]([O:30][C:31]([CH3:34])([CH3:33])[CH3:32])=[O:29])[C:19]5=[CH:18][C:17]=4[CH:16]=3)[N:11]=2)[CH:6]=[CH:7][C:8]=1[OH:38])#[N:2].